The task is: Predict which catalyst facilitates the given reaction.. This data is from Catalyst prediction with 721,799 reactions and 888 catalyst types from USPTO. (1) Reactant: [Cl:1][C:2]1[CH:7]=[CH:6][C:5]([NH:8][CH:9]=O)=[CH:4][CH:3]=1.[H-].[Na+].[F:13][C:14]1[CH:19]=[CH:18][CH:17]=C(F)[N:15]=1.O. Product: [Cl:1][C:2]1[CH:7]=[CH:6][C:5]([NH:8][C:9]2[CH:17]=[CH:18][CH:19]=[C:14]([F:13])[N:15]=2)=[CH:4][CH:3]=1. The catalyst class is: 9. (2) Reactant: [Cl:1][C:2]1[N:3]=[CH:4][CH:5]=[C:6]2[C:11]=1[N:10]=[CH:9][C:8]([OH:12])=[CH:7]2.Br[C:14]#[C:15][CH2:16][CH3:17].C(=O)([O-])[O-].[Cs+].[Cs+]. Product: [CH2:14]([O:12][C:8]1[CH:9]=[N:10][C:11]2[C:6]([CH:7]=1)=[CH:5][CH:4]=[N:3][C:2]=2[Cl:1])[C:15]#[C:16][CH3:17]. The catalyst class is: 3.